This data is from Forward reaction prediction with 1.9M reactions from USPTO patents (1976-2016). The task is: Predict the product of the given reaction. The product is: [Cl:1][C:2]1[CH:3]=[C:4]([CH:26]=[CH:27][C:28]=1[Cl:29])[CH2:5][N:6]1[CH2:11][CH2:10][O:9][C@H:8]([CH2:12][NH:13][C:14]([NH:33][CH2:30][C:31]#[CH:32])=[O:25])[CH2:7]1. Given the reactants [Cl:1][C:2]1[CH:3]=[C:4]([CH:26]=[CH:27][C:28]=1[Cl:29])[CH2:5][N:6]1[CH2:11][CH2:10][O:9][C@H:8]([CH2:12][NH:13][C:14](=[O:25])OC2C=CC([N+]([O-])=O)=CC=2)[CH2:7]1.[CH2:30]([NH2:33])[C:31]#[CH:32].ClCCl, predict the reaction product.